Dataset: Catalyst prediction with 721,799 reactions and 888 catalyst types from USPTO. Task: Predict which catalyst facilitates the given reaction. (1) Reactant: [OH:1][C:2]1[CH:3]=[C:4]2[C:9](=[CH:10][CH:11]=1)[CH:8]=[C:7]([CH2:12][N:13]1[CH2:16][CH:15]([C:17]([O:19][CH3:20])=[O:18])[CH2:14]1)[CH:6]=[CH:5]2.[F:21][C:22]([F:31])([F:30])[CH:23]1[CH2:28][CH2:27][CH:26](O)[CH2:25][CH2:24]1.C1C=CC(P(C2C=CC=CC=2)C2C=CC=CC=2)=CC=1.CC(OC(/N=N/C(OC(C)C)=O)=O)C. Product: [F:21][C:22]([F:31])([F:30])[CH:23]1[CH2:28][CH2:27][CH:26]([O:1][C:2]2[CH:3]=[C:4]3[C:9](=[CH:10][CH:11]=2)[CH:8]=[C:7]([CH2:12][N:13]2[CH2:16][CH:15]([C:17]([O:19][CH3:20])=[O:18])[CH2:14]2)[CH:6]=[CH:5]3)[CH2:25][CH2:24]1. The catalyst class is: 11. (2) Reactant: [CH3:1][O:2][C:3]([CH2:5]P(OC)(OC)=O)=[O:4].[H-].[Na+].O=[CH:15][C:16]#[C:17][C:18]1[CH:19]=[C:20]([S:24]([NH:27][C:28]2[CH:33]=[CH:32][CH:31]=[CH:30][CH:29]=2)(=[O:26])=[O:25])[CH:21]=[CH:22][CH:23]=1. Product: [CH3:1][O:2][C:3](=[O:4])/[CH:5]=[CH:15]/[C:16]#[C:17][C:18]1[CH:23]=[CH:22][CH:21]=[C:20]([S:24](=[O:26])(=[O:25])[NH:27][C:28]2[CH:29]=[CH:30][CH:31]=[CH:32][CH:33]=2)[CH:19]=1. The catalyst class is: 7. (3) Reactant: [C:1]([NH:5][CH2:6][CH2:7][N:8]([CH3:23])[C:9]1[N:14]=[C:13]([NH:15]C(=O)OC(C)(C)C)[CH:12]=[CH:11][CH:10]=1)(=[O:4])[CH:2]=[CH2:3].C(O)(C(F)(F)F)=O. Product: [NH2:15][C:13]1[N:14]=[C:9]([N:8]([CH3:23])[CH2:7][CH2:6][NH:5][C:1](=[O:4])[CH:2]=[CH2:3])[CH:10]=[CH:11][CH:12]=1. The catalyst class is: 2. (4) Reactant: [CH3:1][N:2]1[CH:6]=[CH:5][N:4]=[CH:3]1.[Br:7][CH2:8][CH2:9][OH:10]. Product: [Br-:7].[OH:10][CH2:9][CH2:8][N+:4]1[CH:5]=[CH:6][N:2]([CH3:1])[CH:3]=1. The catalyst class is: 23. (5) Reactant: [C:1]([O:4][CH2:5][CH:6]([O:8][C:9](=[O:11])[CH3:10])[CH3:7])(=[O:3])[CH3:2].[C:12]([O:15]CC[O:15][C:12](=[O:14])[CH3:13])(=[O:14])[CH3:13].OO.C([O:27][OH:28])(=O)C. Product: [CH3:2][C:1](=[O:3])[O:4][CH2:5][CH:6]([CH2:7][O:15][C:12](=[O:14])[CH3:13])[O:8][C:9](=[O:11])[CH3:10].[OH:27][OH:28]. The catalyst class is: 389. (6) Reactant: C([O:8][C:9]([C:11]1[O:36][C:14]2=[CH:15][CH:16]=[C:17]3[C:21]([N:20]([CH2:22][C@@H:23]([NH:25][C:26]([O:28][CH2:29][C:30]4[CH:35]=[CH:34][CH:33]=[CH:32][CH:31]=4)=[O:27])[CH3:24])[N:19]=[CH:18]3)=[C:13]2[CH:12]=1)=[O:10])C1C=CC=CC=1.[OH-].[Li+]. The catalyst class is: 40. Product: [CH2:29]([O:28][C:26]([NH:25][C@@H:23]([CH3:24])[CH2:22][N:20]1[C:21]2[C:17](=[CH:16][CH:15]=[C:14]3[O:36][C:11]([C:9]([OH:10])=[O:8])=[CH:12][C:13]3=2)[CH:18]=[N:19]1)=[O:27])[C:30]1[CH:35]=[CH:34][CH:33]=[CH:32][CH:31]=1.